Dataset: Experimentally validated miRNA-target interactions with 360,000+ pairs, plus equal number of negative samples. Task: Binary Classification. Given a miRNA mature sequence and a target amino acid sequence, predict their likelihood of interaction. The miRNA is hsa-miR-608 with sequence AGGGGUGGUGUUGGGACAGCUCCGU. The protein sequence of the target gene is MAQEFVNCKIQPGKVVVFIKPTCPYCRRAQEILSQLPIKQGLLEFVDITATNHTNEIQDYLQQLTGARTVPRVFIGKDCIGGCSDLVSLQQSGELLTRLKQIGALQ. Result: 1 (interaction).